The task is: Predict which catalyst facilitates the given reaction.. This data is from Catalyst prediction with 721,799 reactions and 888 catalyst types from USPTO. (1) Reactant: [Cl:1][C:2]1[CH:7]=[C:6]([Cl:8])[CH:5]=[CH:4][C:3]=1[C@H:9]1[C:14]([C:15]([O:17][C@H:18]([CH3:25])[C:19]([O:21][CH:22]([CH3:24])[CH3:23])=[O:20])=[O:16])=[C:13]([CH2:26]Br)[NH:12][C:11]([C:28]2[S:29][CH:30]=[CH:31][N:32]=2)=[N:10]1.[NH:33]1[CH2:38][CH2:37][O:36][CH2:35][C@H:34]1[C:39]([OH:41])=[O:40].C(=O)([O-])[O-].[K+].[K+]. Product: [Cl:1][C:2]1[CH:7]=[C:6]([Cl:8])[CH:5]=[CH:4][C:3]=1[C@@H:9]1[N:10]=[C:11]([C:28]2[S:29][CH:30]=[CH:31][N:32]=2)[NH:12][C:13]([CH2:26][N:33]2[CH2:38][CH2:37][O:36][CH2:35][C@H:34]2[C:39]([OH:41])=[O:40])=[C:14]1[C:15]([O:17][C@H:18]([CH3:25])[C:19]([O:21][CH:22]([CH3:24])[CH3:23])=[O:20])=[O:16]. The catalyst class is: 8. (2) Reactant: [CH:1](=O)[C:2]1[CH:7]=[CH:6][CH:5]=[CH:4][CH:3]=1.[CH3:9][O:10][C:11]1[N:16]=[C:15]([NH2:17])[CH:14]=[C:13]([O:18][CH3:19])[N:12]=1. Product: [CH:1](=[N:17][C:15]1[CH:14]=[C:13]([O:18][CH3:19])[N:12]=[C:11]([O:10][CH3:9])[N:16]=1)[C:2]1[CH:7]=[CH:6][CH:5]=[CH:4][CH:3]=1. The catalyst class is: 5.